The task is: Predict the reactants needed to synthesize the given product.. This data is from Full USPTO retrosynthesis dataset with 1.9M reactions from patents (1976-2016). (1) Given the product [CH3:14][C:15]1[N:24]=[C:23]2[N:17]([CH2:18][CH2:19][C:20]3[CH:29]=[CH:28][CH:27]=[CH:26][C:21]=3[CH:22]2[O:6][CH:7]2[CH2:12][CH2:11][N:10]([CH3:13])[CH2:9][CH2:8]2)[C:16]=1[C:30]1[CH:35]=[CH:34][CH:33]=[CH:32][CH:31]=1, predict the reactants needed to synthesize it. The reactants are: CS(O)(=O)=O.[OH:6][CH:7]1[CH2:12][CH2:11][N:10]([CH3:13])[CH2:9][CH2:8]1.[CH3:14][C:15]1[N:24]=[C:23]2[N:17]([CH2:18][CH2:19][C:20]3[CH:29]=[CH:28][CH:27]=[CH:26][C:21]=3[CH:22]2O)[C:16]=1[C:30]1[CH:35]=[CH:34][CH:33]=[CH:32][CH:31]=1.C([O-])([O-])=O.[Na+].[Na+]. (2) Given the product [C:1]12([C:11]3[CH:12]=[C:13]([C:18]4[CH:28]=[CH:27][C:21](/[CH:22]=[CH:23]/[C:24]([NH:53][OH:29])=[O:25])=[CH:20][CH:19]=4)[CH:14]=[CH:15][C:16]=3[OH:17])[CH2:10][CH:5]3[CH2:6][CH:7]([CH2:9][CH:3]([CH2:4]3)[CH2:2]1)[CH2:8]2, predict the reactants needed to synthesize it. The reactants are: [C:1]12([C:11]3[CH:12]=[C:13]([C:18]4[CH:28]=[CH:27][C:21](/[CH:22]=[CH:23]/[C:24](O)=[O:25])=[CH:20][CH:19]=4)[CH:14]=[CH:15][C:16]=3[OH:17])[CH2:10][CH:5]3[CH2:6][CH:7]([CH2:9][CH:3]([CH2:4]3)[CH2:2]1)[CH2:8]2.[OH2:29].OC1C2N=NNC=2C=CC=1.Cl.CN(C)CCCN=C=NCC.Cl.[NH2:53]O. (3) Given the product [S:1]1[C:5]([C:6]2[CH:7]=[C:8]([C:48]([C:25]3[CH:26]=[CH:27][CH:28]=[CH:29][CH:30]=3)=[O:49])[CH:9]=[C:10]3[C:14]=2[NH:13][N:12]=[CH:11]3)=[CH:4][C:3]2[CH:16]=[CH:17][CH:18]=[CH:19][C:2]1=2, predict the reactants needed to synthesize it. The reactants are: [S:1]1[C:5]([C:6]2[CH:7]=[C:8](Br)[CH:9]=[C:10]3[C:14]=2[NH:13][N:12]=[CH:11]3)=[CH:4][C:3]2[CH:16]=[CH:17][CH:18]=[CH:19][C:2]1=2.C([Sn](CCCC)(CCCC)[C:25]1[CH:30]=[CH:29][CH:28]=[CH:27][CH:26]=1)CCC.C(N(CC)CC)C.CN(C)[CH:48]=[O:49]. (4) Given the product [S:8]1[C:12]2[CH:13]=[CH:14][CH:15]=[CH:16][C:11]=2[N:10]=[C:9]1[S:17]([N:20]1[CH2:25][CH2:24][N:23]([C:48](=[O:49])[CH2:47][N:42]2[CH:41]=[N:40][C:39]3[C:43]2=[N:44][CH:45]=[N:46][C:38]=3[NH:37][C:35]([O:34][CH2:33][C:32]2[CH:51]=[CH:52][C:29]([O:28][CH3:27])=[CH:30][CH:31]=2)=[O:36])[CH2:22][C:21]1=[O:26])(=[O:19])=[O:18], predict the reactants needed to synthesize it. The reactants are: FC(F)(F)C(O)=O.[S:8]1[C:12]2[CH:13]=[CH:14][CH:15]=[CH:16][C:11]=2[N:10]=[C:9]1[S:17]([N:20]1[CH2:25][CH2:24][NH:23][CH2:22][C:21]1=[O:26])(=[O:19])=[O:18].[CH3:27][O:28][C:29]1[CH:52]=[CH:51][C:32]([CH2:33][O:34][C:35]([NH:37][C:38]2[N:46]=[CH:45][N:44]=[C:43]3[C:39]=2[N:40]=[CH:41][N:42]3[CH2:47][C:48](O)=[O:49])=[O:36])=[CH:31][CH:30]=1.